This data is from Forward reaction prediction with 1.9M reactions from USPTO patents (1976-2016). The task is: Predict the product of the given reaction. The product is: [Br:18][C:14]1[N:13]=[C:12]([O:11][CH2:8][C:9]#[N:10])[CH:17]=[CH:16][CH:15]=1. Given the reactants C(=O)([O-])[O-].[K+].[K+].Cl[CH2:8][C:9]#[N:10].[OH:11][C:12]1[CH:17]=[CH:16][CH:15]=[C:14]([Br:18])[N:13]=1, predict the reaction product.